From a dataset of Reaction yield outcomes from USPTO patents with 853,638 reactions. Predict the reaction yield, written as a fraction of the theoretical maximum amount of product (1.0 means a 100% yield; for example, 0.34 means a 34% yield). The reactants are [C:1]([O:5][C:6]([N:8]1[CH2:13][CH2:12][CH:11]([C:14]2[CH:19]=[CH:18][C:17]([CH2:20][C:21]([OH:23])=O)=[CH:16][CH:15]=2)[CH:10]([O:24][CH2:25][C:26]2[CH:35]=[CH:34][C:33]3[C:28](=[CH:29][CH:30]=[CH:31][CH:32]=3)[CH:27]=2)[CH2:9]1)=[O:7])([CH3:4])([CH3:3])[CH3:2].[NH2:36][CH2:37][C:38]([C:40]1[CH:45]=[CH:44][CH:43]=[CH:42][CH:41]=1)=[O:39].C(N(CC)CC)C.F[B-](F)(F)F.O=C1C=CC=CN1OC(N(C)C)=[N+](C)C. The catalyst is CN(C)C=O. The product is [CH:27]1[C:28]2[C:33](=[CH:32][CH:31]=[CH:30][CH:29]=2)[CH:34]=[CH:35][C:26]=1[CH2:25][O:24][CH:10]1[CH:11]([C:14]2[CH:15]=[CH:16][C:17]([CH2:20][C:21](=[O:23])[NH:36][CH2:37][C:38](=[O:39])[C:40]3[CH:45]=[CH:44][CH:43]=[CH:42][CH:41]=3)=[CH:18][CH:19]=2)[CH2:12][CH2:13][N:8]([C:6]([O:5][C:1]([CH3:3])([CH3:2])[CH3:4])=[O:7])[CH2:9]1. The yield is 0.640.